This data is from Full USPTO retrosynthesis dataset with 1.9M reactions from patents (1976-2016). The task is: Predict the reactants needed to synthesize the given product. Given the product [F:1][C:2]([F:35])([F:34])[C:3]1[CH:4]=[C:5]([C:13]([CH3:33])([CH3:32])[C:14]([N:16]([C:18]2[CH:19]=[N:20][C:21]([N:43]3[CH2:44][C@H:45]([OH:47])[CH2:46][C@H:42]3[CH2:41][OH:40])=[CH:22][C:23]=2[C:24]2[CH:29]=[CH:28][CH:27]=[CH:26][C:25]=2[Br:30])[CH3:17])=[O:15])[CH:6]=[C:7]([C:9]([F:12])([F:11])[F:10])[CH:8]=1, predict the reactants needed to synthesize it. The reactants are: [F:1][C:2]([F:35])([F:34])[C:3]1[CH:4]=[C:5]([C:13]([CH3:33])([CH3:32])[C:14]([N:16]([C:18]2[CH:19]=[N:20][C:21](Cl)=[CH:22][C:23]=2[C:24]2[CH:29]=[CH:28][CH:27]=[CH:26][C:25]=2[Br:30])[CH3:17])=[O:15])[CH:6]=[C:7]([C:9]([F:12])([F:11])[F:10])[CH:8]=1.CS(C)=O.[OH:40][CH2:41][C@@H:42]1[CH2:46][C@@H:45]([OH:47])[CH2:44][NH:43]1.